This data is from Full USPTO retrosynthesis dataset with 1.9M reactions from patents (1976-2016). The task is: Predict the reactants needed to synthesize the given product. (1) Given the product [CH:24]([NH:27][CH:16]1[CH2:17][CH2:18][C:13]([C:8]2[C:7]3[C:11](=[CH:12][C:4]([N+:1]([O-:3])=[O:2])=[CH:5][CH:6]=3)[NH:10][CH:9]=2)=[CH:14][CH2:15]1)([CH3:26])[CH3:25], predict the reactants needed to synthesize it. The reactants are: [N+:1]([C:4]1[CH:12]=[C:11]2[C:7]([C:8]([C:13]3[CH2:18][CH2:17][C:16](=O)[CH2:15][CH:14]=3)=[CH:9][NH:10]2)=[CH:6][CH:5]=1)([O-:3])=[O:2].CC(O)=O.[CH:24]([NH2:27])([CH3:26])[CH3:25].[BH-](OC(C)=O)(OC(C)=O)OC(C)=O.[Na+].[OH-].[Na+]. (2) Given the product [CH3:1][O:2][C:3](=[O:25])[CH2:4][CH2:5][CH:6]([NH:10][C:11]([C:13]1[CH:14]=[CH:15][C:16]([C:19]2[CH:20]=[CH:21][CH:22]=[CH:23][CH:24]=2)=[CH:17][CH:18]=1)=[O:12])[C:7](=[O:9])[NH:37][CH2:38][CH2:39][CH2:40][CH2:41][OH:42], predict the reactants needed to synthesize it. The reactants are: [CH3:1][O:2][C:3](=[O:25])[CH2:4][CH2:5][CH:6]([NH:10][C:11]([C:13]1[CH:18]=[CH:17][C:16]([C:19]2[CH:24]=[CH:23][CH:22]=[CH:21][CH:20]=2)=[CH:15][CH:14]=1)=[O:12])[C:7]([OH:9])=O.CCN=C=NCCCN(C)C.[NH2:37][CH2:38][CH2:39][CH2:40][CH2:41][OH:42].CCN(CC)CC.